From a dataset of NCI-60 drug combinations with 297,098 pairs across 59 cell lines. Regression. Given two drug SMILES strings and cell line genomic features, predict the synergy score measuring deviation from expected non-interaction effect. (1) Drug 1: CC1C(C(CC(O1)OC2CC(CC3=C2C(=C4C(=C3O)C(=O)C5=C(C4=O)C(=CC=C5)OC)O)(C(=O)C)O)N)O.Cl. Drug 2: C1=C(C(=O)NC(=O)N1)F. Cell line: SK-MEL-5. Synergy scores: CSS=37.6, Synergy_ZIP=-9.80, Synergy_Bliss=-14.2, Synergy_Loewe=-11.4, Synergy_HSA=-11.2. (2) Drug 1: C1CCC(CC1)NC(=O)N(CCCl)N=O. Drug 2: C(CC(=O)O)C(=O)CN.Cl. Cell line: SK-MEL-2. Synergy scores: CSS=15.8, Synergy_ZIP=-8.85, Synergy_Bliss=-7.86, Synergy_Loewe=-8.31, Synergy_HSA=-6.44. (3) Drug 1: C1=C(C(=O)NC(=O)N1)F. Drug 2: CC(C)CN1C=NC2=C1C3=CC=CC=C3N=C2N. Cell line: COLO 205. Synergy scores: CSS=55.3, Synergy_ZIP=-6.29, Synergy_Bliss=-14.3, Synergy_Loewe=-14.5, Synergy_HSA=-14.2. (4) Drug 1: C1C(C(OC1N2C=NC3=C2NC=NCC3O)CO)O. Drug 2: C(CCl)NC(=O)N(CCCl)N=O. Cell line: HCT-15. Synergy scores: CSS=12.2, Synergy_ZIP=0.767, Synergy_Bliss=-2.02, Synergy_Loewe=5.87, Synergy_HSA=-2.18. (5) Drug 1: C1C(C(OC1N2C=NC3=C(N=C(N=C32)Cl)N)CO)O. Drug 2: C1=CC=C(C(=C1)C(C2=CC=C(C=C2)Cl)C(Cl)Cl)Cl. Cell line: PC-3. Synergy scores: CSS=4.69, Synergy_ZIP=-4.60, Synergy_Bliss=-1.17, Synergy_Loewe=-20.3, Synergy_HSA=-2.81. (6) Drug 1: C1=CC(=CC=C1CCC2=CNC3=C2C(=O)NC(=N3)N)C(=O)NC(CCC(=O)O)C(=O)O. Drug 2: C1=CC(=C2C(=C1NCCNCCO)C(=O)C3=C(C=CC(=C3C2=O)O)O)NCCNCCO. Cell line: SNB-75. Synergy scores: CSS=55.3, Synergy_ZIP=-2.74, Synergy_Bliss=-3.03, Synergy_Loewe=-2.38, Synergy_HSA=2.73. (7) Drug 1: C1=NC2=C(N1)C(=S)N=C(N2)N. Drug 2: CC1=C(C(=CC=C1)Cl)NC(=O)C2=CN=C(S2)NC3=CC(=NC(=N3)C)N4CCN(CC4)CCO. Cell line: IGROV1. Synergy scores: CSS=48.4, Synergy_ZIP=-0.0837, Synergy_Bliss=-0.0920, Synergy_Loewe=-16.5, Synergy_HSA=3.98.